The task is: Regression/Classification. Given a drug SMILES string, predict its absorption, distribution, metabolism, or excretion properties. Task type varies by dataset: regression for continuous measurements (e.g., permeability, clearance, half-life) or binary classification for categorical outcomes (e.g., BBB penetration, CYP inhibition). Dataset: cyp3a4_veith.. This data is from CYP3A4 inhibition data for predicting drug metabolism from PubChem BioAssay. (1) The compound is CC(O)(CS(=O)(=O)Cc1ccc(Cl)cc1)C(=O)Nc1cccc(C(F)(F)F)c1. The result is 1 (inhibitor). (2) The compound is COC(=O)Nc1nc2ccc(C(=O)c3ccccc3)cc2[nH]1. The result is 0 (non-inhibitor). (3) The compound is N[C@@](CCc1ccccc1)(C(=O)O)c1ccccc1. The result is 0 (non-inhibitor). (4) The compound is CCN1C(=O)[C@H]2CC=C3[C@@H]([C@H](O)[C@H]4O[C@@H]4C34OCCCO4)[C@H]2C1=O. The result is 0 (non-inhibitor). (5) The molecule is COC(=O)C/C=C\[C@@H](C)[C@@H](/C=N\OC[C@@H](O)COCc1ccco1)NS(=O)(=O)c1ccc(C)cc1. The result is 1 (inhibitor). (6) The compound is COc1cccc(Nc2ncc3ncc(=O)n(Cc4ccc(F)cc4)c3n2)c1. The result is 1 (inhibitor). (7) The compound is O=C(OCc1ccccc1)/C(=C/c1ccc(Cl)cc1)NC(=O)c1ccccc1Cl. The result is 1 (inhibitor). (8) The result is 1 (inhibitor). The compound is Cc1ccc(S(=O)(=O)N2CCN(Cc3ccccc3C(F)(F)F)CC2)cc1. (9) The compound is CN1CCN(c2ccc([N+](=O)[O-])c3[nH]o[n+](=O)c23)CC1. The result is 0 (non-inhibitor). (10) The compound is COc1ccccc1-c1cc(NCc2ccccc2)ncn1. The result is 0 (non-inhibitor).